Dataset: Full USPTO retrosynthesis dataset with 1.9M reactions from patents (1976-2016). Task: Predict the reactants needed to synthesize the given product. (1) Given the product [CH3:1][C:2]1[CH:16]=[C:15]([CH3:17])[CH:14]=[C:13]([CH3:18])[C:3]=1[O:4][C:5]1[CH:6]=[CH:7][C:8]([CH2:9][NH2:10])=[CH:11][CH:12]=1, predict the reactants needed to synthesize it. The reactants are: [CH3:1][C:2]1[CH:16]=[C:15]([CH3:17])[CH:14]=[C:13]([CH3:18])[C:3]=1[O:4][C:5]1[CH:12]=[CH:11][C:8]([C:9]#[N:10])=[CH:7][CH:6]=1.C1COCC1.[H-].[Al+3].[Li+].[H-].[H-].[H-].[OH-].[Na+]. (2) Given the product [NH3:4].[F:1][C:2]1[CH:3]=[N:4][C:5]([O:17][C:18]2[CH:23]=[CH:22][CH:21]=[C:20]([S:24][CH3:25])[CH:19]=2)=[C:6]([CH:16]=1)[C:7]([NH:9][CH:10]1[CH2:11][CH2:12][N:13]([C:49]([C:44]2[CH:45]=[CH:46][CH:47]=[CH:48][N:43]=2)=[O:50])[CH2:14][CH2:15]1)=[O:8], predict the reactants needed to synthesize it. The reactants are: [F:1][C:2]1[CH:3]=[N:4][C:5]([O:17][C:18]2[CH:23]=[CH:22][CH:21]=[C:20]([S:24][CH3:25])[CH:19]=2)=[C:6]([CH:16]=1)[C:7]([NH:9][CH:10]1[CH2:15][CH2:14][NH:13][CH2:12][CH2:11]1)=[O:8].ON1C2C=CC=CC=2N=N1.CN1CCOCC1.[N:43]1[CH:48]=[CH:47][CH:46]=[CH:45][C:44]=1[C:49](O)=[O:50].Cl.CN(C)CCCN=C=NCC.